Dataset: NCI-60 drug combinations with 297,098 pairs across 59 cell lines. Task: Regression. Given two drug SMILES strings and cell line genomic features, predict the synergy score measuring deviation from expected non-interaction effect. (1) Drug 1: CCN(CC)CCNC(=O)C1=C(NC(=C1C)C=C2C3=C(C=CC(=C3)F)NC2=O)C. Drug 2: CNC(=O)C1=NC=CC(=C1)OC2=CC=C(C=C2)NC(=O)NC3=CC(=C(C=C3)Cl)C(F)(F)F. Cell line: RPMI-8226. Synergy scores: CSS=-5.85, Synergy_ZIP=4.11, Synergy_Bliss=5.20, Synergy_Loewe=-4.03, Synergy_HSA=-1.81. (2) Drug 1: C1=CC=C(C=C1)NC(=O)CCCCCCC(=O)NO. Drug 2: C1=CC=C(C(=C1)C(C2=CC=C(C=C2)Cl)C(Cl)Cl)Cl. Cell line: LOX IMVI. Synergy scores: CSS=24.3, Synergy_ZIP=-0.826, Synergy_Bliss=5.05, Synergy_Loewe=-11.6, Synergy_HSA=3.35. (3) Drug 1: CN(C(=O)NC(C=O)C(C(C(CO)O)O)O)N=O. Drug 2: CC1CCCC2(C(O2)CC(NC(=O)CC(C(C(=O)C(C1O)C)(C)C)O)C(=CC3=CSC(=N3)C)C)C. Cell line: SNB-19. Synergy scores: CSS=43.5, Synergy_ZIP=1.36, Synergy_Bliss=0.595, Synergy_Loewe=-13.8, Synergy_HSA=0.894. (4) Drug 1: CC1=CC=C(C=C1)C2=CC(=NN2C3=CC=C(C=C3)S(=O)(=O)N)C(F)(F)F. Drug 2: C1=NC(=NC(=O)N1C2C(C(C(O2)CO)O)O)N. Cell line: T-47D. Synergy scores: CSS=17.9, Synergy_ZIP=5.14, Synergy_Bliss=6.70, Synergy_Loewe=7.39, Synergy_HSA=7.31. (5) Drug 1: C1=C(C(=O)NC(=O)N1)N(CCCl)CCCl. Drug 2: CN(CCCl)CCCl.Cl. Cell line: NCI-H460. Synergy scores: CSS=42.3, Synergy_ZIP=3.56, Synergy_Bliss=6.24, Synergy_Loewe=-5.98, Synergy_HSA=5.29. (6) Synergy scores: CSS=74.3, Synergy_ZIP=10.5, Synergy_Bliss=10.2, Synergy_Loewe=12.1, Synergy_HSA=15.1. Cell line: SF-539. Drug 1: CC1=C2C(C(=O)C3(C(CC4C(C3C(C(C2(C)C)(CC1OC(=O)C(C(C5=CC=CC=C5)NC(=O)OC(C)(C)C)O)O)OC(=O)C6=CC=CC=C6)(CO4)OC(=O)C)OC)C)OC. Drug 2: CCC1(CC2CC(C3=C(CCN(C2)C1)C4=CC=CC=C4N3)(C5=C(C=C6C(=C5)C78CCN9C7C(C=CC9)(C(C(C8N6C)(C(=O)OC)O)OC(=O)C)CC)OC)C(=O)OC)O.OS(=O)(=O)O. (7) Drug 1: CC1=C(C(CCC1)(C)C)C=CC(=CC=CC(=CC(=O)O)C)C. Drug 2: CC1CCCC2(C(O2)CC(NC(=O)CC(C(C(=O)C(C1O)C)(C)C)O)C(=CC3=CSC(=N3)C)C)C. Cell line: T-47D. Synergy scores: CSS=47.1, Synergy_ZIP=3.34, Synergy_Bliss=2.34, Synergy_Loewe=-10.6, Synergy_HSA=2.87.